This data is from Catalyst prediction with 721,799 reactions and 888 catalyst types from USPTO. The task is: Predict which catalyst facilitates the given reaction. (1) Reactant: [Br:1][C:2]1[CH:9]=[C:8]([F:10])[C:5]([C:6]#[N:7])=[C:4](F)[CH:3]=1.CCN(C(C)C)C(C)C.[O:21]1[CH2:26][CH2:25][CH:24]([NH2:27])[CH2:23][CH2:22]1.O. Product: [Br:1][C:2]1[CH:3]=[C:4]([NH:27][CH:24]2[CH2:25][CH2:26][O:21][CH2:22][CH2:23]2)[C:5]([C:6]#[N:7])=[C:8]([F:10])[CH:9]=1. The catalyst class is: 16. (2) Reactant: [C:1]([O:5][C:6](=[O:19])[CH2:7][C:8]1[CH:13]=[CH:12][C:11]([CH3:14])=[CH:10][C:9]=1[O:15][C:16]([CH3:18])=[O:17])([CH3:4])([CH3:3])[CH3:2].[Br:20]N1C(=O)CCC1=O. Product: [C:1]([O:5][C:6](=[O:19])[CH2:7][C:8]1[CH:13]=[CH:12][C:11]([CH2:14][Br:20])=[CH:10][C:9]=1[O:15][C:16]([CH3:18])=[O:17])([CH3:4])([CH3:2])[CH3:3]. The catalyst class is: 340. (3) Reactant: [NH2:1][C:2]1[CH:3]=[C:4]([CH3:27])[C:5]([O:11][C:12]2[C:17]([C:18](OCC)=[O:19])=[C:16]([C:23](=[O:25])[CH3:24])[C:15]([OH:26])=[CH:14][CH:13]=2)=[C:6]2[C:10]=1[CH2:9][CH2:8][CH2:7]2.[BH4-].[Li+].C(O)C.C(O)(=O)CC(CC(O)=O)(C(O)=O)O. Product: [NH2:1][C:2]1[CH:3]=[C:4]([CH3:27])[C:5]([O:11][C:12]2[CH:13]=[CH:14][C:15]([OH:26])=[C:16]([CH:23]([OH:25])[CH3:24])[C:17]=2[CH2:18][OH:19])=[C:6]2[C:10]=1[CH2:9][CH2:8][CH2:7]2. The catalyst class is: 355.